Dataset: Reaction yield outcomes from USPTO patents with 853,638 reactions. Task: Predict the reaction yield, written as a fraction of the theoretical maximum amount of product (1.0 means a 100% yield; for example, 0.34 means a 34% yield). (1) The reactants are [CH3:1][S:2]([NH2:5])(=[O:4])=[O:3].P([O-])([O-])([O-])=O.[K+].[K+].[K+].N1CCC[C@H]1C(O)=O.Br[C:23]1[CH:55]=[N:54][C:26]2[NH:27][C:28]([C:33]3[C:34](=[O:53])[N:35]([CH2:45][C:46]4[CH:51]=[CH:50][C:49]([F:52])=[CH:48][CH:47]=4)[CH:36]4[CH:41]([C:42]=3[OH:43])[CH:40]3[CH2:44][CH:37]4[CH2:38][CH2:39]3)=[N:29][S:30](=[O:32])(=[O:31])[C:25]=2[CH:24]=1.[Cl-].[NH4+]. The catalyst is CS(C)=O.ClCCl.[Cu](I)I.C(OCC)(=O)C. The product is [F:52][C:49]1[CH:50]=[CH:51][C:46]([CH2:45][N:35]2[C:34](=[O:53])[C:33]([C:28]3[NH:27][C:26]4[N:54]=[CH:55][C:23]([NH:5][S:2]([CH3:1])(=[O:4])=[O:3])=[CH:24][C:25]=4[S:30](=[O:32])(=[O:31])[N:29]=3)=[C:42]([OH:43])[C@H:41]3[C@@H:36]2[C@H:37]2[CH2:44][C@@H:40]3[CH2:39][CH2:38]2)=[CH:47][CH:48]=1. The yield is 0.175. (2) The reactants are [C:1]1([SH:8])[CH:6]=[CH:5][CH:4]=[C:3]([SH:7])[CH:2]=1.[CH3:9]C1CCCO1.COS(OC)(=O)=O.[OH-].[Na+]. The catalyst is C(OC)(C)(C)C. The product is [CH3:9][S:7][C:3]1[CH:2]=[C:1]([SH:8])[CH:6]=[CH:5][CH:4]=1. The yield is 0.780. (3) The reactants are [F-].C([N+](CCCC)(CCCC)CCCC)CCC.[Si]([O:26][C@@H:27]([CH2:37][O:38][CH3:39])[C:28]([NH:30][C:31]1[S:35][N:34]=[C:33]([CH3:36])[N:32]=1)=[O:29])(C(C)(C)C)(C)C. The catalyst is O1CCCC1.CCOC(C)=O. The product is [OH:26][C@@H:27]([CH2:37][O:38][CH3:39])[C:28]([NH:30][C:31]1[S:35][N:34]=[C:33]([CH3:36])[N:32]=1)=[O:29]. The yield is 0.750. (4) The reactants are [N:1]1([C:7]2[CH:12]=[CH:11][C:10]([C:13]3[NH:22][C:21](=[O:23])[C:20]4[C:15](=[CH:16][CH:17]=[CH:18][CH:19]=4)[N:14]=3)=[CH:9][CH:8]=2)[CH2:6][CH2:5][NH:4][CH2:3][CH2:2]1.CCN(C(C)C)C(C)C.FC(F)(F)S(O[CH2:39][C:40]([F:43])([F:42])[F:41])(=O)=O. The catalyst is C1COCC1. The product is [F:41][C:40]([F:43])([F:42])[CH2:39][N:4]1[CH2:5][CH2:6][N:1]([C:7]2[CH:8]=[CH:9][C:10]([C:13]3[NH:22][C:21](=[O:23])[C:20]4[C:15](=[CH:16][CH:17]=[CH:18][CH:19]=4)[N:14]=3)=[CH:11][CH:12]=2)[CH2:2][CH2:3]1. The yield is 0.940. (5) The reactants are CC([O-])(C)C.[K+].[C:7]([CH2:9][C:10]([NH2:12])=[O:11])#[N:8].[CH3:13][C:14](=O)/[CH:15]=[CH:16]/[CH2:17][CH2:18][CH3:19]. The catalyst is CS(C)=O.O.Cl. The product is [CH3:13][C:14]1[NH:12][C:10](=[O:11])[C:9]([C:7]#[N:8])=[C:16]([CH2:17][CH2:18][CH3:19])[CH:15]=1. The yield is 0.330. (6) The reactants are [CH:1]([C:4]1[CH:9]=[CH:8][C:7]([CH:10]2[C:14]3[C:15]([CH3:22])=[C:16]([NH2:21])[C:17]([CH3:20])=[C:18]([CH3:19])[C:13]=3[O:12][C:11]2([CH3:24])[CH3:23])=[CH:6][CH:5]=1)([CH3:3])[CH3:2].[F:25][C:26]1[CH:34]=[CH:33][C:29]([C:30](Cl)=[O:31])=[CH:28][CH:27]=1. No catalyst specified. The product is [F:25][C:26]1[CH:34]=[CH:33][C:29]([C:30]([NH:21][C:16]2[C:17]([CH3:20])=[C:18]([CH3:19])[C:13]3[O:12][C:11]([CH3:24])([CH3:23])[CH:10]([C:7]4[CH:8]=[CH:9][C:4]([CH:1]([CH3:3])[CH3:2])=[CH:5][CH:6]=4)[C:14]=3[C:15]=2[CH3:22])=[O:31])=[CH:28][CH:27]=1. The yield is 0.650. (7) The reactants are [OH:1][N:2]=[C:3]([Cl:12])[C@:4]1([CH3:11])[CH2:8][O:7][C:6]([CH3:10])([CH3:9])[O:5]1.[CH3:13][S:14](Cl)(=[O:16])=[O:15].C(N(CC)CC)C. The catalyst is CCOCC. The product is [CH3:10][C:6]1([CH3:9])[O:5][C@:4]([CH3:11])([C:3]([Cl:12])=[N:2][O:1][S:14]([CH3:13])(=[O:16])=[O:15])[CH2:8][O:7]1. The yield is 0.609. (8) The reactants are [CH2:1]1[O:24][C:4]2([CH2:21][CH2:20][C@@:19]3([CH3:22])[C:6](=[CH:7][CH2:8][C@@H:9]4[C@@H:18]3[CH2:17][CH2:16][C@@:14]3([CH3:15])[C@H:10]4[CH2:11][CH2:12][C:13]3=[O:23])[CH2:5]2)[O:3][CH2:2]1.C[Si]([N-][Si](C)(C)C)(C)C.[Li+].Cl[Si](C)(C)C.CCOCC. The catalyst is C1COCC1.C([O-])(=O)C.[Pd+2].C([O-])(=O)C.ClCCl.C(#N)C. The product is [CH2:2]1[O:3][C:4]2([CH2:21][CH2:20][C@@:19]3([CH3:22])[C:6](=[CH:7][CH2:8][C@@H:9]4[C@@H:18]3[CH2:17][CH2:16][C@@:14]3([CH3:15])[C@H:10]4[CH:11]=[CH:12][C:13]3=[O:23])[CH2:5]2)[O:24][CH2:1]1. The yield is 0.710. (9) The reactants are C(O[C:6]([N:8]1[CH2:13][CH2:12][CH2:11][C:10]([CH:15]([O:23][C:24]2[C:32]3[C:27](=[CH:28][CH:29]=[C:30]([F:33])[CH:31]=3)[NH:26][N:25]=2)C2C=CC=CC=2F)(C)[CH2:9]1)=O)(C)(C)C.[ClH:34]. The catalyst is CCOC(C)=O.O1CCOCC1. The product is [ClH:34].[F:33][C:30]1[CH:31]=[C:32]2[C:27](=[CH:28][CH:29]=1)[N:26]([C:29]1[CH:28]=[CH:27][CH:32]=[CH:31][C:30]=1[F:33])[N:25]=[C:24]2[O:23][CH2:15][CH:10]1[CH2:11][CH2:12][CH2:13][N:8]([CH3:6])[CH2:9]1. The yield is 0.817. (10) The reactants are [CH:1]([C:4]1[CH:9]=[N:8][CH:7]=[CH:6][N:5]=1)([CH3:3])[CH3:2]. The catalyst is C(O)C.[Pd]. The product is [CH:1]([CH:4]1[CH2:9][NH:8][CH2:7][CH2:6][NH:5]1)([CH3:3])[CH3:2]. The yield is 0.865.